Dataset: Forward reaction prediction with 1.9M reactions from USPTO patents (1976-2016). Task: Predict the product of the given reaction. (1) Given the reactants [F:1][C:2]1[C:7]([O:8][CH3:9])=[CH:6][C:5]([O:10][CH3:11])=[C:4]([F:12])[C:3]=1[N:13]1[C:22](=[O:23])[C:21]2([CH2:25][CH2:24]2)[C:20]2[C:15](=[CH:16][N:17]=[C:18]([C:26]#[N:27])[CH:19]=2)[CH2:14]1.[H-].C([Al+]CC(C)C)C(C)C, predict the reaction product. The product is: [NH2:27][CH2:26][C:18]1[CH:19]=[C:20]2[C:15](=[CH:16][N:17]=1)[CH2:14][N:13]([C:3]1[C:4]([F:12])=[C:5]([O:10][CH3:11])[CH:6]=[C:7]([O:8][CH3:9])[C:2]=1[F:1])[C:22](=[O:23])[C:21]12[CH2:25][CH2:24]1. (2) Given the reactants Br[C:2]1[CH:7]=[C:6]([O:8][CH2:9][CH:10]([CH3:12])[CH3:11])[CH:5]=[C:4]([Br:13])[CH:3]=1.[CH2:14]([O:16][C:17](=[O:29])[CH2:18][O:19][C:20]1[CH:25]=[C:24]([CH3:26])[C:23]([SH:27])=[CH:22][C:21]=1[CH3:28])[CH3:15].C(N(CC)CC)C.C(O)(=O)CC(CC(O)=O)(C(O)=O)O, predict the reaction product. The product is: [CH2:14]([O:16][C:17](=[O:29])[CH2:18][O:19][C:20]1[CH:25]=[C:24]([CH3:26])[C:23]([S:27][C:2]2[CH:7]=[C:6]([O:8][CH2:9][CH:10]([CH3:12])[CH3:11])[CH:5]=[C:4]([Br:13])[CH:3]=2)=[CH:22][C:21]=1[CH3:28])[CH3:15].